From a dataset of Catalyst prediction with 721,799 reactions and 888 catalyst types from USPTO. Predict which catalyst facilitates the given reaction. (1) Reactant: [F:1][C:2]1[CH:3]=[CH:4][C:5]([O:10][C:11]2[CH:16]=[CH:15][CH:14]=[CH:13][CH:12]=2)=[C:6]([CH:9]=1)[CH:7]=[O:8].[BH4-].[Na+]. Product: [F:1][C:2]1[CH:3]=[CH:4][C:5]([O:10][C:11]2[CH:12]=[CH:13][CH:14]=[CH:15][CH:16]=2)=[C:6]([CH2:7][OH:8])[CH:9]=1. The catalyst class is: 5. (2) Reactant: [Cl:1][C:2]1[C:3]([C:25]([O:27]C)=[O:26])=[CH:4][C:5]([F:24])=[C:6]([CH:23]=1)[O:7][CH2:8][CH:9]1[CH2:13][O:12][C:11]([CH3:15])([CH3:14])[N:10]1[C:16]([O:18][C:19]([CH3:22])([CH3:21])[CH3:20])=[O:17].C(O)(=O)CC(CC(O)=O)(C(O)=O)O. Product: [C:19]([O:18][C:16]([N:10]1[CH:9]([CH2:8][O:7][C:6]2[C:5]([F:24])=[CH:4][C:3]([C:25]([OH:27])=[O:26])=[C:2]([Cl:1])[CH:23]=2)[CH2:13][O:12][C:11]1([CH3:15])[CH3:14])=[O:17])([CH3:22])([CH3:20])[CH3:21]. The catalyst class is: 20. (3) Reactant: [Cl:1][C:2]1[CH:24]=[CH:23][C:5]([CH2:6][NH:7][C:8]([C:10]2[C:11](=[O:22])[C:12]3[CH:19]=[C:18]([CH2:20]Cl)[S:17][C:13]=3[N:14]([CH3:16])[CH:15]=2)=[O:9])=[CH:4][CH:3]=1.C(N(CC)C(C)C)(C)C.[CH3:34][NH:35][CH2:36][CH:37]([C:39]1[CH:44]=[CH:43][CH:42]=[CH:41][N:40]=1)[OH:38].O. Product: [Cl:1][C:2]1[CH:24]=[CH:23][C:5]([CH2:6][NH:7][C:8]([C:10]2[C:11](=[O:22])[C:12]3[CH:19]=[C:18]([CH2:20][N:35]([CH2:36][CH:37]([OH:38])[C:39]4[CH:44]=[CH:43][CH:42]=[CH:41][N:40]=4)[CH3:34])[S:17][C:13]=3[N:14]([CH3:16])[CH:15]=2)=[O:9])=[CH:4][CH:3]=1. The catalyst class is: 3. (4) Reactant: Br[C:2]1[CH:3]=[N:4][C:5]2[C:10]([CH:11]=1)=[CH:9][CH:8]=[CH:7][CH:6]=2.[C:12]([Cu])#[N:13]. Product: [N:4]1[C:5]2[C:10](=[CH:9][CH:8]=[CH:7][CH:6]=2)[CH:11]=[C:2]([C:12]#[N:13])[CH:3]=1. The catalyst class is: 436. (5) Reactant: [C:1]([Si:5]([CH3:36])([CH3:35])[O:6][C@H:7]1[C@H:11]2[O:12][CH2:13][C@@H:14]([O:15][C:16]3[N:26]([CH2:27][O:28][CH2:29][CH2:30][Si:31]([CH3:34])([CH3:33])[CH3:32])[C:19]4=[N:20][C:21](I)=[C:22]([Cl:24])[CH:23]=[C:18]4[N:17]=3)[C@H:10]2[O:9][CH2:8]1)([CH3:4])([CH3:3])[CH3:2].CC1(C)C(C)(C)OB([C:45]2[CH:50]=[CH:49][C:48]([C@H:51]3[CH2:56][CH2:55][C@H:54]([OH:57])[CH2:53][CH2:52]3)=[CH:47][CH:46]=2)O1.C([O-])([O-])=O.[K+].[K+]. Product: [C:1]([Si:5]([CH3:36])([CH3:35])[O:6][C@H:7]1[C@H:11]2[O:12][CH2:13][C@@H:14]([O:15][C:16]3[N:26]([CH2:27][O:28][CH2:29][CH2:30][Si:31]([CH3:34])([CH3:33])[CH3:32])[C:19]4=[N:20][C:21]([C:45]5[CH:50]=[CH:49][C:48]([C@H:51]6[CH2:52][CH2:53][C@H:54]([OH:57])[CH2:55][CH2:56]6)=[CH:47][CH:46]=5)=[C:22]([Cl:24])[CH:23]=[C:18]4[N:17]=3)[C@H:10]2[O:9][CH2:8]1)([CH3:4])([CH3:3])[CH3:2]. The catalyst class is: 40. (6) Reactant: [NH2:1][C:2]1[CH:7]=[CH:6][C:5]([I:8])=[CH:4][N:3]=1.Cl[CH2:10][C:11](=O)[CH3:12]. Product: [I:8][C:5]1[CH:6]=[CH:7][C:2]2[N:3]([CH:10]=[C:11]([CH3:12])[N:1]=2)[CH:4]=1. The catalyst class is: 8. (7) Reactant: ClC1C=C(C=CC=1)C(OO)=[O:6].[F:12][C:13]1[CH:18]=[CH:17][C:16]([N+:19]([O-:21])=[O:20])=[C:15]([O:22][CH2:23][C:24]([CH3:26])=[CH2:25])[CH:14]=1.[OH-].[Na+]. Product: [F:12][C:13]1[CH:18]=[CH:17][C:16]([N+:19]([O-:21])=[O:20])=[C:15]([CH:14]=1)[O:22][CH2:23][C:24]1([CH3:26])[CH2:25][O:6]1. The catalyst class is: 4. (8) Reactant: [C:1]([C:5]1[N:6]=[C:7]([N:23]2[CH2:27][CH2:26][C:25]([F:29])([F:28])[CH2:24]2)[C:8]2[N:13]=[N:12][N:11]([CH2:14][C:15]([C:17]3[CH:22]=[CH:21][CH:20]=[CH:19][CH:18]=3)=[O:16])[C:9]=2[N:10]=1)([CH3:4])([CH3:3])[CH3:2].[BH4-].[Na+]. The catalyst class is: 5. Product: [C:1]([C:5]1[N:6]=[C:7]([N:23]2[CH2:27][CH2:26][C:25]([F:28])([F:29])[CH2:24]2)[C:8]2[N:13]=[N:12][N:11]([CH2:14][CH:15]([C:17]3[CH:22]=[CH:21][CH:20]=[CH:19][CH:18]=3)[OH:16])[C:9]=2[N:10]=1)([CH3:4])([CH3:2])[CH3:3]. (9) Reactant: O[CH2:2][C:3]1[N:7]([CH3:8])[C:6]([C:9]([O:11]CC)=[O:10])=[CH:5][C:4]=1[CH3:14]. Product: [CH3:8][N:7]1[C:3]([CH3:2])=[C:4]([CH3:14])[CH:5]=[C:6]1[C:9]([OH:11])=[O:10]. The catalyst class is: 349.